Dataset: Reaction yield outcomes from USPTO patents with 853,638 reactions. Task: Predict the reaction yield, written as a fraction of the theoretical maximum amount of product (1.0 means a 100% yield; for example, 0.34 means a 34% yield). (1) The reactants are C1(C(C2C=CC=CC=2)[N:8]2[C:16]3[C:11](=[CH:12][CH:13]=[CH:14][CH:15]=3)[C:10]3([C:20]4[CH:21]=[CH:22][C:23]([O:25][C@H:26]5[CH2:30][CH2:29][N:28]([C:31]([O:33][C:34]([CH3:37])([CH3:36])[CH3:35])=[O:32])[CH2:27]5)=[CH:24][C:19]=4[O:18][CH2:17]3)[C:9]2=[O:38])C=CC=CC=1. The catalyst is CO. The product is [O:38]=[C:9]1[C:10]2([C:20]3[CH:21]=[CH:22][C:23]([O:25][C@H:26]4[CH2:30][CH2:29][N:28]([C:31]([O:33][C:34]([CH3:37])([CH3:36])[CH3:35])=[O:32])[CH2:27]4)=[CH:24][C:19]=3[O:18][CH2:17]2)[C:11]2[C:16](=[CH:15][CH:14]=[CH:13][CH:12]=2)[NH:8]1. The yield is 0.700. (2) The reactants are [CH3:1][O:2][C:3]1[C:12]([O:13][CH3:14])=[CH:11][C:6]2[CH:7]([C:9]#[N:10])[CH2:8][C:5]=2[CH:4]=1.N. The catalyst is [Ni].CO. The product is [CH3:1][O:2][C:3]1[C:12]([O:13][CH3:14])=[CH:11][C:6]2[CH:7]([CH2:9][NH2:10])[CH2:8][C:5]=2[CH:4]=1. The yield is 1.00.